This data is from Forward reaction prediction with 1.9M reactions from USPTO patents (1976-2016). The task is: Predict the product of the given reaction. (1) Given the reactants [CH:1]1[N:5]2[C:6]3[CH:15]=[CH:14][CH:13]=[CH:12][C:7]=3[CH2:8][CH2:9][CH:10]([NH2:11])[C:4]2=[N:3][CH:2]=1.[CH:16]1([O:19][C:20]2[CH:34]=[CH:33][C:23]([C:24]([NH:26][C:27]3([C:30](O)=[O:31])[CH2:29][CH2:28]3)=[O:25])=[CH:22][CH:21]=2)[CH2:18][CH2:17]1.Cl.CN(C)CCCN=C=NCC.O.ON1C2C=CC=CC=2N=N1.C(N(CC)CC)C, predict the reaction product. The product is: [CH:16]1([O:19][C:20]2[CH:21]=[CH:22][C:23]([C:24]([NH:26][C:27]3([C:30](=[O:31])[NH:11][CH:10]4[CH2:9][CH2:8][C:7]5[CH:12]=[CH:13][CH:14]=[CH:15][C:6]=5[N:5]5[CH:1]=[CH:2][N:3]=[C:4]45)[CH2:29][CH2:28]3)=[O:25])=[CH:33][CH:34]=2)[CH2:18][CH2:17]1. (2) The product is: [CH2:34]([O:1][C:2]1[CH:27]=[CH:26][C:5]2[N:6]([CH:19]([CH2:24][CH3:25])[C:20]([O:22][CH3:23])=[O:21])[C:7](=[N:9][C:10](=[O:18])[C:11]3[CH:12]=[CH:13][C:14]([CH3:17])=[CH:15][CH:16]=3)[S:8][C:4]=2[CH:3]=1)[C:35]1[CH:40]=[CH:39][CH:38]=[CH:37][CH:36]=1. Given the reactants [OH:1][C:2]1[CH:27]=[CH:26][C:5]2[N:6]([CH:19]([CH2:24][CH3:25])[C:20]([O:22][CH3:23])=[O:21])[C:7](=[N:9][C:10](=[O:18])[C:11]3[CH:16]=[CH:15][C:14]([CH3:17])=[CH:13][CH:12]=3)[S:8][C:4]=2[CH:3]=1.C(=O)([O-])[O-].[K+].[K+].[CH2:34](Br)[C:35]1[CH:40]=[CH:39][CH:38]=[CH:37][CH:36]=1, predict the reaction product. (3) Given the reactants FC(F)(F)C([O-])=O.[C:8]([CH2:11][N:12]1[C:16]2[CH:17]=[CH:18][CH:19]=[CH:20][C:15]=2[NH+:14]=[CH:13]1)([OH:10])=O.[Cl:21][C:22]1[CH:29]=[CH:28][C:25]([CH2:26][NH2:27])=[CH:24][CH:23]=1, predict the reaction product. The product is: [N:12]1([CH2:11][C:8]([NH:27][CH2:26][C:25]2[CH:28]=[CH:29][C:22]([Cl:21])=[CH:23][CH:24]=2)=[O:10])[C:16]2[CH:17]=[CH:18][CH:19]=[CH:20][C:15]=2[N:14]=[CH:13]1. (4) The product is: [Br:1][C:2]1[CH:3]=[C:4]([CH2:8][O:9][Si:19]([C:16]([CH3:18])([CH3:17])[CH3:15])([CH3:21])[CH3:20])[S:5][C:6]=1[Cl:7]. Given the reactants [Br:1][C:2]1[CH:3]=[C:4]([CH2:8][OH:9])[S:5][C:6]=1[Cl:7].N1C=CN=C1.[CH3:15][C:16]([Si:19](Cl)([CH3:21])[CH3:20])([CH3:18])[CH3:17], predict the reaction product. (5) Given the reactants [C:1]1([P:7]([C:14]2[CH:19]=[CH:18][CH:17]=[CH:16][CH:15]=2)[C:8]2[CH:13]=[CH:12][CH:11]=[CH:10][CH:9]=2)[CH:6]=[CH:5][CH:4]=[CH:3][CH:2]=1.[Br:20][CH2:21][CH2:22][C:23]1[C:32]2[C:27](=[CH:28][CH:29]=[C:30]([O:33][CH3:34])[CH:31]=2)[N:26]=[CH:25][C:24]=1[Cl:35], predict the reaction product. The product is: [Br-:20].[Cl:35][C:24]1[CH:25]=[N:26][C:27]2[C:32]([C:23]=1[CH2:22][CH2:21][P+:7]([C:1]1[CH:2]=[CH:3][CH:4]=[CH:5][CH:6]=1)([C:8]1[CH:13]=[CH:12][CH:11]=[CH:10][CH:9]=1)[C:14]1[CH:15]=[CH:16][CH:17]=[CH:18][CH:19]=1)=[CH:31][C:30]([O:33][CH3:34])=[CH:29][CH:28]=2. (6) Given the reactants [NH2:1][C:2]1[CH:7]=[C:6]([O:8][C:9]2[CH:14]=[CH:13][C:12]([NH:15][C:16]([C:18]3([C:21]([NH:23][C:24]4[CH:29]=[CH:28][C:27]([F:30])=[CH:26][CH:25]=4)=[O:22])[CH2:20][CH2:19]3)=[O:17])=[C:11]([F:31])[CH:10]=2)[CH:5]=[CH:4][N:3]=1.N1C=CC=CC=1.[C:38](OC(=O)C)(=[O:40])[CH3:39], predict the reaction product. The product is: [C:38]([NH:1][C:2]1[CH:7]=[C:6]([O:8][C:9]2[CH:14]=[CH:13][C:12]([NH:15][C:16]([C:18]3([C:21]([NH:23][C:24]4[CH:25]=[CH:26][C:27]([F:30])=[CH:28][CH:29]=4)=[O:22])[CH2:20][CH2:19]3)=[O:17])=[C:11]([F:31])[CH:10]=2)[CH:5]=[CH:4][N:3]=1)(=[O:40])[CH3:39]. (7) Given the reactants C([Sn](CCCC)(CCCC)OC)CCC.Br[C:17]1[CH:22]=[CH:21][C:20]([O:23][CH3:24])=[CH:19][C:18]=1[CH3:25].C([O:29][C:30]([CH3:32])=[CH2:31])(=O)C.CC1C=CC=CC=1P(C1C=CC=CC=1C)C1C=CC=CC=1C.[F-].[K+], predict the reaction product. The product is: [CH3:24][O:23][C:20]1[CH:21]=[CH:22][C:17]([CH2:31][C:30](=[O:29])[CH3:32])=[C:18]([CH3:25])[CH:19]=1. (8) Given the reactants [F:1][C:2]1[CH:3]=[C:4]([NH:8][C:9]([C:11]2[NH:12][C:13]([C:16](=O)[C:17]3[CH:22]=[C:21]([N+:23]([O-:25])=[O:24])[CH:20]=[CH:19][C:18]=3Cl)=[CH:14][CH:15]=2)=[O:10])[CH:5]=[CH:6][CH:7]=1.ClC1C=CC([N+]([O-])=O)=CC=1CC1NC(C(O)=O)=CC=1.O.[NH2:48][NH2:49].C1(C)C=CC=CC=1, predict the reaction product. The product is: [F:1][C:2]1[CH:3]=[C:4]([NH:8][C:9]([C:11]2[NH:12][C:13]([C:16]3[C:17]4[C:18](=[CH:19][CH:20]=[C:21]([N+:23]([O-:25])=[O:24])[CH:22]=4)[NH:49][N:48]=3)=[CH:14][CH:15]=2)=[O:10])[CH:5]=[CH:6][CH:7]=1. (9) Given the reactants [OH-].[Li+].[CH:3]1([CH2:6][N:7]2[C:19]3[CH2:18][CH2:17][CH:16]([CH:20]4[CH2:25][CH2:24][O:23][CH2:22][CH2:21]4)[CH2:15][C:14]=3[C:13]3[C:8]2=[CH:9][CH:10]=[C:11]([C:26]([O:28]C)=[O:27])[CH:12]=3)[CH2:5][CH2:4]1.Cl, predict the reaction product. The product is: [CH:3]1([CH2:6][N:7]2[C:19]3[CH2:18][CH2:17][CH:16]([CH:20]4[CH2:25][CH2:24][O:23][CH2:22][CH2:21]4)[CH2:15][C:14]=3[C:13]3[C:8]2=[CH:9][CH:10]=[C:11]([C:26]([OH:28])=[O:27])[CH:12]=3)[CH2:4][CH2:5]1. (10) Given the reactants [NH2:1][C:2]1[N:7]=[CH:6][C:5]([C:8]([N:10]=[S:11]([CH2:14][CH2:15][CH2:16][CH2:17][C:18]([O:20][CH3:21])=[O:19])([CH3:13])=[O:12])=[O:9])=[CH:4][C:3]=1[C:22]#[C:23][C:24]1[CH:29]=[CH:28][CH:27]=[C:26]([NH2:30])[CH:25]=1.[CH3:31][C:32]1[CH:33]=[C:34]([CH:38]=[CH:39][CH:40]=1)[C:35](O)=[O:36], predict the reaction product. The product is: [NH2:1][C:2]1[N:7]=[CH:6][C:5]([C:8]([N:10]=[S:11]([CH2:14][CH2:15][CH2:16][CH2:17][C:18]([O:20][CH3:21])=[O:19])([CH3:13])=[O:12])=[O:9])=[CH:4][C:3]=1[C:22]#[C:23][C:24]1[CH:29]=[CH:28][CH:27]=[C:26]([NH:30][C:35](=[O:36])[C:34]2[CH:38]=[CH:39][CH:40]=[C:32]([CH3:31])[CH:33]=2)[CH:25]=1.